This data is from Peptide-MHC class I binding affinity with 185,985 pairs from IEDB/IMGT. The task is: Regression. Given a peptide amino acid sequence and an MHC pseudo amino acid sequence, predict their binding affinity value. This is MHC class I binding data. (1) The peptide sequence is KLMPGSIYV. The MHC is HLA-A03:01 with pseudo-sequence HLA-A03:01. The binding affinity (normalized) is 0.545. (2) The peptide sequence is FLFFATSDV. The MHC is HLA-A02:01 with pseudo-sequence HLA-A02:01. The binding affinity (normalized) is 1.00. (3) The peptide sequence is KLNWASQIY. The MHC is HLA-A23:01 with pseudo-sequence HLA-A23:01. The binding affinity (normalized) is 0. (4) The peptide sequence is YLVAYQATK. The MHC is Patr-B0101 with pseudo-sequence Patr-B0101. The binding affinity (normalized) is 0.